Dataset: Full USPTO retrosynthesis dataset with 1.9M reactions from patents (1976-2016). Task: Predict the reactants needed to synthesize the given product. Given the product [ClH:10].[CH:1]1([N:4]2[CH2:9][CH2:8][N:7]([C:11]3[CH:20]=[CH:19][C:18]4[C:13](=[CH:14][CH:15]=[C:16]([O:21][CH2:22][C:23]5[CH:24]=[CH:25][C:26]([F:29])=[CH:27][CH:28]=5)[CH:17]=4)[N:12]=3)[CH2:6][CH2:5]2)[CH2:3][CH2:2]1, predict the reactants needed to synthesize it. The reactants are: [CH:1]1([N:4]2[CH2:9][CH2:8][NH:7][CH2:6][CH2:5]2)[CH2:3][CH2:2]1.[Cl:10][C:11]1[CH:20]=[CH:19][C:18]2[C:13](=[CH:14][CH:15]=[C:16]([O:21][CH2:22][C:23]3[CH:28]=[CH:27][C:26]([F:29])=[CH:25][CH:24]=3)[CH:17]=2)[N:12]=1.